This data is from Full USPTO retrosynthesis dataset with 1.9M reactions from patents (1976-2016). The task is: Predict the reactants needed to synthesize the given product. (1) The reactants are: C[C:2]1[C:6]2[CH:7]=[C:8](C(F)(F)F)[CH:9]=[CH:10][C:5]=2[S:4][C:3]=1[C:15]([O:17][CH3:18])=[O:16].FC1C=CC=C([C:28]([F:31])([F:30])[F:29])C=1C=O. Given the product [F:29][C:28]([F:31])([F:30])[C:9]1[CH:8]=[CH:7][C:6]2[CH:2]=[C:3]([C:15]([O:17][CH3:18])=[O:16])[S:4][C:5]=2[CH:10]=1, predict the reactants needed to synthesize it. (2) Given the product [CH2:24]([N:31]1[C:13](=[O:15])[C:9]2([CH2:10][CH2:11][CH2:12][N:8]2[C:17]([O:19][C:20]([CH3:23])([CH3:22])[CH3:21])=[O:18])[CH2:32]1)[C:25]1[CH:30]=[CH:29][CH:28]=[CH:27][CH:26]=1, predict the reactants needed to synthesize it. The reactants are: C(NC(C)C)(C)C.[N:8]1([C:17]([O:19][C:20]([CH3:23])([CH3:22])[CH3:21])=[O:18])[CH2:12][CH2:11][CH2:10][CH:9]1[C:13]([O:15]C)=O.[CH2:24]([NH:31][CH2:32]C#N)[C:25]1[CH:30]=[CH:29][CH:28]=[CH:27][CH:26]=1.[NH4+].[Cl-]. (3) Given the product [CH2:22]([C:5]12[CH2:1][CH2:2][CH2:3][CH:21]=[C:19]([CH3:20])[C:6]1([OH:18])[C:7]1[CH:8]=[CH:9][C:10]([O:14][CH2:15][O:16][CH3:17])=[CH:11][C:12]=1[CH2:13]2)[CH2:23][CH2:24][CH3:25], predict the reactants needed to synthesize it. The reactants are: [CH2:1]([C:5]1([CH2:22][CH2:23][CH2:24][CH:25]=C)[CH2:13][C:12]2[C:7](=[CH:8][CH:9]=[C:10]([O:14][CH2:15][O:16][CH3:17])[CH:11]=2)[C:6]1([C:19]([CH3:21])=[CH2:20])[OH:18])[CH2:2][CH2:3]C. (4) Given the product [N:36]1[CH:41]=[CH:40][CH:39]=[CH:38][C:37]=1[CH2:42][N:43]([CH2:44][C:45]1[CH:50]=[CH:49][CH:48]=[CH:47][N:46]=1)[CH2:2][C:3]([NH:5][C@@H:6]1[C:12](=[O:13])[N:11]2[C@H:7]1[S:8][C:9]([CH3:19])([CH3:18])[C@@H:10]2[C:14]([O:16][CH3:17])=[O:15])=[O:4], predict the reactants needed to synthesize it. The reactants are: Cl[CH2:2][C:3]([NH:5][C@@H:6]1[C:12](=[O:13])[N:11]2[C@H:7]1[S:8][C:9]([CH3:19])([CH3:18])[C@@H:10]2[C:14]([O:16][CH3:17])=[O:15])=[O:4].C(N(CC)CC)C.C(N(C(C)C)CC)(C)C.[N:36]1[CH:41]=[CH:40][CH:39]=[CH:38][C:37]=1[CH2:42][NH:43][CH2:44][C:45]1[CH:50]=[CH:49][CH:48]=[CH:47][N:46]=1. (5) Given the product [CH3:30][C:23]12[CH2:25][C:26]3([NH2:29])[CH2:27][CH:21]([CH2:20][C:19]([CH3:18])([CH2:28]3)[CH2:24]1)[CH2:22]2.[CH3:1][C@H:2]([C:15]([OH:17])=[O:16])[C:3]1[CH:4]=[CH:5][C:6]2[CH:7]=[C:8]([O:13][CH3:14])[CH:9]=[CH:10][C:11]=2[CH:12]=1, predict the reactants needed to synthesize it. The reactants are: [CH3:1][C@H:2]([C:15]([OH:17])=[O:16])[C:3]1[CH:4]=[CH:5][C:6]2[CH:7]=[C:8]([O:13][CH3:14])[CH:9]=[CH:10][C:11]=2[CH:12]=1.[CH3:18][C:19]12[CH2:28][C:26]3([NH2:29])[CH2:27][CH:21]([CH2:22][C:23]([CH3:30])([CH2:25]3)[CH2:24]1)[CH2:20]2.